Dataset: Reaction yield outcomes from USPTO patents with 853,638 reactions. Task: Predict the reaction yield, written as a fraction of the theoretical maximum amount of product (1.0 means a 100% yield; for example, 0.34 means a 34% yield). (1) The yield is 0.970. The catalyst is CN(C=O)C. The product is [Br:1][C:2]1[CH:3]=[C:4]([N+:12]([O-:14])=[O:13])[C:5]([CH3:11])=[C:6]([CH:10]=1)[C:7]([O:9][CH3:15])=[O:8]. The reactants are [Br:1][C:2]1[CH:3]=[C:4]([N+:12]([O-:14])=[O:13])[C:5]([CH3:11])=[C:6]([CH:10]=1)[C:7]([OH:9])=[O:8].[C:15](=O)([O-])[O-].[Na+].[Na+].CI. (2) The reactants are CCOCC.[H-].[Al+3].[Li+].[H-].[H-].[H-].[N:12]1[CH:17]=[CH:16][C:15]([CH:18]([CH3:23])[CH2:19][C:20]([NH2:22])=O)=[CH:14][CH:13]=1.[OH-].[Na+]. The catalyst is C(Cl)Cl.C(OCC)(=O)C. The product is [N:12]1[CH:17]=[CH:16][C:15]([CH:18]([CH3:23])[CH2:19][CH2:20][NH2:22])=[CH:14][CH:13]=1. The yield is 0.750. (3) The reactants are [C:1]([NH:8][C@H:9]([C:11](N)=O)[CH3:10])([O:3][C:4]([CH3:7])([CH3:6])[CH3:5])=[O:2].F[B-](F)(F)F.C([O+](CC)CC)C.[F:26][C:27]1[CH:28]=[C:29]([NH:34][C:35]2[CH:40]=[CH:39][CH:38]=[CH:37][N:36]=2)[C:30]([NH2:33])=[CH:31][CH:32]=1. The catalyst is C1COCC1. The product is [C:4]([O:3][C:1](=[O:2])[NH:8][C@H:9]([C:10]1[N:34]([C:35]2[CH:40]=[CH:39][CH:38]=[CH:37][N:36]=2)[C:29]2[CH:28]=[C:27]([F:26])[CH:32]=[CH:31][C:30]=2[N:33]=1)[CH3:11])([CH3:7])([CH3:6])[CH3:5]. The yield is 0.920. (4) The reactants are [H-].[Na+].[Cl:3][C:4]1[CH:9]=[C:8]([F:10])[CH:7]=[CH:6][C:5]=1/[C:11](/[C:14]1[C:19](F)=[C:18]([C:21]2[CH:22]=[N:23][CH:24]=[N:25][CH:26]=2)[CH:17]=[CH:16][N:15]=1)=[N:12]/[OH:13]. The catalyst is C1COCC1.CN(C=O)C.C(Cl)Cl. The product is [Cl:3][C:4]1[CH:9]=[C:8]([F:10])[CH:7]=[CH:6][C:5]=1[C:11]1[C:14]2=[N:15][CH:16]=[CH:17][C:18]([C:21]3[CH:22]=[N:23][CH:24]=[N:25][CH:26]=3)=[C:19]2[O:13][N:12]=1. The yield is 0.339. (5) The catalyst is CN(C=O)C.C(OCC)(=O)C. The reactants are [CH:1]1([C:4]2[C:9](=[O:10])[NH:8][C:7](=[O:11])[N:6]([CH2:12][C:13]3[CH:18]=[C:17]([F:19])[N:16]=[C:15](F)[CH:14]=3)[C:5]=2[C:21]([C:23]2[CH:24]=[C:25]([CH:28]=[C:29]([CH3:31])[CH:30]=2)[C:26]#[N:27])=[O:22])[CH2:3][CH2:2]1.C(=O)([O-])[O-].[K+].[K+].FC1C=C(COS(C)(=O)=O)C=C([NH:51][CH2:52][C:53]2[CH:58]=[CH:57][C:56]([O:59][CH3:60])=[CH:55][CH:54]=2)N=1.[I-].[Li+]. The yield is 0.340. The product is [CH:1]1([C:4]2[C:9](=[O:10])[NH:8][C:7](=[O:11])[N:6]([CH2:12][C:13]3[CH:14]=[C:15]([NH:51][CH2:52][C:53]4[CH:58]=[CH:57][C:56]([O:59][CH3:60])=[CH:55][CH:54]=4)[N:16]=[C:17]([F:19])[CH:18]=3)[C:5]=2[C:21]([C:23]2[CH:24]=[C:25]([CH:28]=[C:29]([CH3:31])[CH:30]=2)[C:26]#[N:27])=[O:22])[CH2:2][CH2:3]1.